Dataset: Full USPTO retrosynthesis dataset with 1.9M reactions from patents (1976-2016). Task: Predict the reactants needed to synthesize the given product. (1) Given the product [O:3]=[C:4]1[N:10]([CH:11]2[CH2:16][CH2:15][N:14]([C:17]([O:19][C@@H:20]([C:30]([OH:32])=[O:31])[CH2:21][C:22]3[CH:27]=[CH:26][C:25]([CH3:28])=[C:24]([Cl:29])[CH:23]=3)=[O:18])[CH2:13][CH2:12]2)[CH2:9][CH2:8][C:7]2[CH:34]=[CH:35][CH:36]=[CH:37][C:6]=2[NH:5]1, predict the reactants needed to synthesize it. The reactants are: [Li+].[OH-].[O:3]=[C:4]1[N:10]([CH:11]2[CH2:16][CH2:15][N:14]([C:17]([O:19][C@@H:20]([C:30]([O:32]C)=[O:31])[CH2:21][C:22]3[CH:27]=[CH:26][C:25]([CH3:28])=[C:24]([Cl:29])[CH:23]=3)=[O:18])[CH2:13][CH2:12]2)[CH2:9][CH2:8][C:7]2[CH:34]=[CH:35][CH:36]=[CH:37][C:6]=2[NH:5]1. (2) Given the product [CH2:1]([C:8]1[C:9]([NH:26][C:27](=[O:29])[CH3:28])=[N:10][C:11]2[CH:24]=[CH:25][C:15]3[CH:16]=[C:17]([O:20][CH3:21])[CH:18]=[CH:19][C:14]=3[C:12]=2[N:13]=1)[C:2]1[CH:7]=[CH:6][CH:5]=[CH:4][CH:3]=1, predict the reactants needed to synthesize it. The reactants are: [CH2:1]([C:8]1[C:9]([NH:26][C:27](=[O:29])[CH3:28])=[N:10][C:11]([CH:24]=[CH2:25])=[C:12]([C:14]2[CH:19]=[CH:18][C:17]([O:20][CH3:21])=[CH:16][C:15]=2C=C)[N:13]=1)[C:2]1[CH:7]=[CH:6][CH:5]=[CH:4][CH:3]=1.